Dataset: Full USPTO retrosynthesis dataset with 1.9M reactions from patents (1976-2016). Task: Predict the reactants needed to synthesize the given product. (1) Given the product [CH:31]1([C@H:19]2[C:18](=[O:37])[N:16]3[CH2:17][C@@H:13]([CH2:14][C@H:15]3[C:38]([O:40][CH3:41])=[O:39])[O:12][C:3]3[CH:4]=[CH:5][C:6]4[C:11]([C:2]=3[C:29](=[CH2:30])[CH2:28][CH2:27][CH2:26][CH2:25][CH2:24][O:23][C:21](=[O:22])[NH:20]2)=[CH:10][CH:9]=[CH:8][CH:7]=4)[CH2:36][CH2:35][CH2:34][CH2:33][CH2:32]1, predict the reactants needed to synthesize it. The reactants are: Br[C:2]1[C:11]2[C:6](=[CH:7][CH:8]=[CH:9][CH:10]=2)[CH:5]=[CH:4][C:3]=1[O:12][C@H:13]1[CH2:17][N:16]([C:18](=[O:37])[C@H:19]([CH:31]2[CH2:36][CH2:35][CH2:34][CH2:33][CH2:32]2)[NH:20][C:21]([O:23][CH2:24][CH2:25][CH2:26][CH2:27][CH2:28][CH:29]=[CH2:30])=[O:22])[C@H:15]([C:38]([O:40][CH3:41])=[O:39])[CH2:14]1. (2) Given the product [OH:64][C:62]([CH3:65])([CH3:63])[CH2:61][NH:60][C:34](=[O:36])[CH2:33][CH:30]1[S:29][C:28]([C:16]2[NH:17][C:18]3[C:14]([CH:15]=2)=[CH:13][C:12]([O:11][C:8]2[CH:9]=[N:10][C:5]([S:2]([CH3:1])(=[O:4])=[O:3])=[CH:6][CH:7]=2)=[CH:20][C:19]=3[O:21][CH:22]2[CH2:23][CH2:24][O:25][CH2:26][CH2:27]2)=[N:32][CH2:31]1, predict the reactants needed to synthesize it. The reactants are: [CH3:1][S:2]([C:5]1[N:10]=[CH:9][C:8]([O:11][C:12]2[CH:13]=[C:14]3[C:18](=[C:19]([O:21][CH:22]4[CH2:27][CH2:26][O:25][CH2:24][CH2:23]4)[CH:20]=2)[NH:17][C:16]([C:28]2[S:29][CH:30]([CH2:33][C:34]([OH:36])=O)[CH2:31][N:32]=2)=[CH:15]3)=[CH:7][CH:6]=1)(=[O:4])=[O:3].O.ON1C2C=CC=CC=2N=N1.Cl.C(N=C=NCCCN(C)C)C.[NH2:60][CH2:61][C:62]([CH3:65])([OH:64])[CH3:63]. (3) Given the product [CH3:1][O:2][C:3]1[CH:4]=[C:5]2[C:9](=[CH:10][CH:11]=1)[NH:8][CH2:7][CH2:6]2, predict the reactants needed to synthesize it. The reactants are: [CH3:1][O:2][C:3]1[CH:4]=[C:5]2[C:9](=[CH:10][CH:11]=1)[NH:8][CH:7]=[CH:6]2.ClC1C=C(C2ON=C(C3C=C4C(=CC=3)NC=C4)N=2)C=CC=1OC. (4) Given the product [N:17]1([CH2:16][C:7]2[C:8]([C:10]3[CH:15]=[CH:14][CH:13]=[CH:12][CH:11]=3)=[CH:9][C:4]([NH2:1])=[CH:5][CH:6]=2)[CH2:22][CH2:21][O:20][CH2:19][CH2:18]1, predict the reactants needed to synthesize it. The reactants are: [N+:1]([C:4]1[CH:5]=[CH:6][C:7]([CH2:16][N:17]2[CH2:22][CH2:21][O:20][CH2:19][CH2:18]2)=[C:8]([C:10]2[CH:15]=[CH:14][CH:13]=[CH:12][CH:11]=2)[CH:9]=1)([O-])=O.C(O)C.C1(C2N=C(C(O)=O)C=C(C3C=CC=CC=3)N=2)C=CC=CC=1.[Cl-].[Ca+2].[Cl-]. (5) Given the product [CH3:1][N:2]([S:12]([CH3:15])(=[O:14])=[O:13])[C:3]1[NH:7][N:6]=[N:5][C:4]=1[C:8]([OH:10])=[O:9], predict the reactants needed to synthesize it. The reactants are: [CH3:1][N:2]([S:12]([CH3:15])(=[O:14])=[O:13])[C:3]1[NH:7][N:6]=[N:5][C:4]=1[C:8]([O:10]C)=[O:9].[OH-].[Na+]. (6) Given the product [ClH:22].[NH2:14][CH:10]1[CH2:9][N:8]([CH2:1][C:2]2[CH:3]=[CH:4][CH:5]=[CH:6][CH:7]=2)[C:12](=[O:13])[CH2:11]1, predict the reactants needed to synthesize it. The reactants are: [CH2:1]([N:8]1[C:12](=[O:13])[CH2:11][CH:10]([NH:14]C(=O)OC(C)(C)C)[CH2:9]1)[C:2]1[CH:7]=[CH:6][CH:5]=[CH:4][CH:3]=1.[ClH:22].O1CCOCC1.C(OCC)C. (7) Given the product [Cl:24][C:25]1[C:30]([Cl:31])=[CH:29][CH:28]=[CH:27][C:26]=1[C:2]1[CH:3]=[N:4][N:5]2[C:10]([C:11]3[CH:12]=[C:13]([NH:17][C:18](=[O:23])[CH2:19][CH:20]([CH3:22])[CH3:21])[CH:14]=[CH:15][CH:16]=3)=[CH:9][CH:8]=[N:7][C:6]=12, predict the reactants needed to synthesize it. The reactants are: Br[C:2]1[CH:3]=[N:4][N:5]2[C:10]([C:11]3[CH:12]=[C:13]([NH:17][C:18](=[O:23])[CH2:19][CH:20]([CH3:22])[CH3:21])[CH:14]=[CH:15][CH:16]=3)=[CH:9][CH:8]=[N:7][C:6]=12.[Cl:24][C:25]1[C:30]([Cl:31])=[CH:29][CH:28]=[CH:27][C:26]=1B(O)O. (8) Given the product [CH:17]([N:16]1[C:15]2[C:14]3[CH:13]=[CH:12][CH:11]=[C:10]([O:20][CH3:21])[C:9]=3[N:8]=[CH:7][C:6]=2[C:4](=[O:5])[N:25]([CH2:22][CH2:23][CH3:24])[C:26]1=[O:27])([CH3:18])[CH3:19], predict the reactants needed to synthesize it. The reactants are: C(O[C:4]([C:6]1[CH:7]=[N:8][C:9]2[C:14]([C:15]=1[NH:16][CH:17]([CH3:19])[CH3:18])=[CH:13][CH:12]=[CH:11][C:10]=2[O:20][CH3:21])=[O:5])C.[CH2:22]([N:25]=[C:26]=[O:27])[CH2:23][CH3:24].